This data is from NCI-60 drug combinations with 297,098 pairs across 59 cell lines. The task is: Regression. Given two drug SMILES strings and cell line genomic features, predict the synergy score measuring deviation from expected non-interaction effect. (1) Drug 1: CC12CCC(CC1=CCC3C2CCC4(C3CC=C4C5=CN=CC=C5)C)O. Drug 2: CCC1(CC2CC(C3=C(CCN(C2)C1)C4=CC=CC=C4N3)(C5=C(C=C6C(=C5)C78CCN9C7C(C=CC9)(C(C(C8N6C)(C(=O)OC)O)OC(=O)C)CC)OC)C(=O)OC)O.OS(=O)(=O)O. Cell line: HL-60(TB). Synergy scores: CSS=45.0, Synergy_ZIP=15.0, Synergy_Bliss=16.8, Synergy_Loewe=-19.8, Synergy_HSA=12.6. (2) Drug 1: C1CN1P(=S)(N2CC2)N3CC3. Drug 2: C1=NC2=C(N=C(N=C2N1C3C(C(C(O3)CO)O)F)Cl)N. Cell line: SR. Synergy scores: CSS=0.0915, Synergy_ZIP=-1.43, Synergy_Bliss=-3.39, Synergy_Loewe=-3.73, Synergy_HSA=-4.23.